From a dataset of Full USPTO retrosynthesis dataset with 1.9M reactions from patents (1976-2016). Predict the reactants needed to synthesize the given product. Given the product [CH2:15]([C:6]1[CH:5]=[C:4]([C:1](=[O:3])[CH2:2][C:29]([C:25]2[CH:24]=[C:23]([CH3:22])[CH:28]=[CH:27][N:26]=2)=[O:30])[C:13]2[O:12][CH2:11][C:10](=[O:14])[NH:9][C:8]=2[CH:7]=1)[C:16]1[CH:21]=[CH:20][CH:19]=[CH:18][CH:17]=1, predict the reactants needed to synthesize it. The reactants are: [C:1]([C:4]1[C:13]2[O:12][CH2:11][C:10](=[O:14])[NH:9][C:8]=2[CH:7]=[C:6]([CH2:15][C:16]2[CH:21]=[CH:20][CH:19]=[CH:18][CH:17]=2)[CH:5]=1)(=[O:3])[CH3:2].[CH3:22][C:23]1[CH:28]=[CH:27][N:26]=[C:25]([C:29](OC)=[O:30])[CH:24]=1.[O-]CC.[Na+].Cl.